From a dataset of hERG potassium channel inhibition data for cardiac toxicity prediction from Karim et al.. Regression/Classification. Given a drug SMILES string, predict its toxicity properties. Task type varies by dataset: regression for continuous values (e.g., LD50, hERG inhibition percentage) or binary classification for toxic/non-toxic outcomes (e.g., AMES mutagenicity, cardiotoxicity, hepatotoxicity). Dataset: herg_karim. (1) The drug is CCC(=O)N(c1ccccc1)C1CC[N+](CCc2ccccc2)CC1. The result is 0 (non-blocker). (2) The compound is CN(CCN1CC2CN(CCc3ccc(F)c(F)c3)CC(C1)O2)S(=O)(=O)c1ccc(C#N)cc1. The result is 0 (non-blocker). (3) The compound is CCC(O)(c1cn(Cc2ccc3c(-c4ccccc4)c(C(=O)O)sc3c2)nn1)C(F)(F)F. The result is 0 (non-blocker).